From a dataset of Full USPTO retrosynthesis dataset with 1.9M reactions from patents (1976-2016). Predict the reactants needed to synthesize the given product. Given the product [Cl:21][C:18]1[CH:19]=[CH:20][C:15]([C:13]2[C:3]3[C:2](=[CH:7][CH:6]=[C:5]([O:8][C:9]([F:12])([F:11])[F:10])[CH:4]=3)[N:1]=[C:26]([CH3:27])[C:25]=2[C:24](=[O:29])[C:23]([F:31])([F:30])[F:22])=[CH:16][CH:17]=1, predict the reactants needed to synthesize it. The reactants are: [NH2:1][C:2]1[CH:7]=[CH:6][C:5]([O:8][C:9]([F:12])([F:11])[F:10])=[CH:4][C:3]=1[C:13]([C:15]1[CH:20]=[CH:19][C:18]([Cl:21])=[CH:17][CH:16]=1)=O.[F:22][C:23]([F:31])([F:30])[C:24](=[O:29])[CH2:25][C:26](=O)[CH3:27].C(O)(C)C.